This data is from Reaction yield outcomes from USPTO patents with 853,638 reactions. The task is: Predict the reaction yield, written as a fraction of the theoretical maximum amount of product (1.0 means a 100% yield; for example, 0.34 means a 34% yield). The reactants are [NH2:1][C:2]1[NH:7][C:6](=O)[C:5]([O:9][C:10]2[CH:15]=[C:14]([CH3:16])[C:13]([O:17][CH3:18])=[CH:12][C:11]=2[CH:19]([CH3:21])[CH3:20])=[CH:4][N:3]=1.P(Cl)(Cl)([Cl:24])=O. No catalyst specified. The product is [Cl:24][C:6]1[C:5]([O:9][C:10]2[CH:15]=[C:14]([CH3:16])[C:13]([O:17][CH3:18])=[CH:12][C:11]=2[CH:19]([CH3:21])[CH3:20])=[CH:4][N:3]=[C:2]([NH2:1])[N:7]=1. The yield is 0.880.